The task is: Predict the product of the given reaction.. This data is from Forward reaction prediction with 1.9M reactions from USPTO patents (1976-2016). (1) Given the reactants Br[C:2]1[C:3]([F:24])=[CH:4][C:5]([N+:21]([O-:23])=[O:22])=[C:6]([NH:8][CH:9]2[CH2:14][CH2:13][N:12]([CH:15]3[CH2:20][CH2:19][O:18][CH2:17][CH2:16]3)[CH2:11][CH2:10]2)[CH:7]=1.[C:25]1(P(C2C=CC=CC=2)C2C=CC=CC=2)C=CC=C[CH:26]=1, predict the reaction product. The product is: [CH:25]([C:2]1[C:3]([F:24])=[CH:4][C:5]([N+:21]([O-:23])=[O:22])=[C:6]([NH:8][CH:9]2[CH2:14][CH2:13][N:12]([CH:15]3[CH2:20][CH2:19][O:18][CH2:17][CH2:16]3)[CH2:11][CH2:10]2)[CH:7]=1)=[CH2:26]. (2) Given the reactants Cl[C:2]1[N:3]=[CH:4][C:5]2[N:10]=[N:9][N:8]([C:11]3[CH:12]=[C:13]4[C:18](=[CH:19][CH:20]=3)[N:17]=[C:16]([CH3:21])[CH:15]=[CH:14]4)[C:6]=2[N:7]=1.Cl.[NH2:23][C@@H:24]1[CH2:28][CH2:27][C@@H:26]([C:29]([OH:31])=[O:30])[CH2:25]1.C(N(C(C)C)C(C)C)C, predict the reaction product. The product is: [CH3:21][C:16]1[CH:15]=[CH:14][C:13]2[C:18](=[CH:19][CH:20]=[C:11]([N:8]3[C:6]4[N:7]=[C:2]([NH:23][C@@H:24]5[CH2:28][CH2:27][C@@H:26]([C:29]([OH:31])=[O:30])[CH2:25]5)[N:3]=[CH:4][C:5]=4[N:10]=[N:9]3)[CH:12]=2)[N:17]=1.